Predict hERG channel inhibition at various concentrations. From a dataset of hERG Central: cardiac toxicity at 1µM, 10µM, and general inhibition. (1) The compound is COc1nnc(-c2ccc(C)c(S(=O)(=O)NC(C)C)c2)c2ccccc12. Results: hERG_inhib (hERG inhibition (general)): blocker. (2) The drug is Cc1ccc(COC(=O)c2cc([N+](=O)[O-])ccc2N2CCOCC2)cc1. Results: hERG_inhib (hERG inhibition (general)): blocker. (3) The drug is CCOC(=O)C1CCCN(C2CCN(Cc3nc(-c4ccccc4)no3)CC2)C1. Results: hERG_inhib (hERG inhibition (general)): blocker.